From a dataset of Full USPTO retrosynthesis dataset with 1.9M reactions from patents (1976-2016). Predict the reactants needed to synthesize the given product. Given the product [NH2:1][C:2]1[N:3]([CH2:29][CH3:30])[C:4](=[O:21])[C:5]2[C:10]([C:11]3[C:16]([CH3:17])=[CH:15][C:14]([CH3:18])=[CH:13][C:12]=3[CH3:19])=[CH:9][N:8]([CH3:20])[C:6]=2[N:7]=1, predict the reactants needed to synthesize it. The reactants are: [NH2:1][C:2]1[NH:3][C:4](=[O:21])[C:5]2[C:10]([C:11]3[C:16]([CH3:17])=[CH:15][C:14]([CH3:18])=[CH:13][C:12]=3[CH3:19])=[CH:9][N:8]([CH3:20])[C:6]=2[N:7]=1.CN(C)C=O.[H-].[Na+].[CH2:29](I)[CH3:30].